Dataset: Experimentally validated miRNA-target interactions with 360,000+ pairs, plus equal number of negative samples. Task: Binary Classification. Given a miRNA mature sequence and a target amino acid sequence, predict their likelihood of interaction. The miRNA is mmu-miR-501-5p with sequence AAUCCUUUGUCCCUGGGUGAAA. The protein sequence of the target gene is MRPPSLPPARWLCVLAGALACALGPAGSRAASPHQECEYLQMIEKQRQQCLEEAQLENETTGCSKMWDNLTCWPTTPWGQVVVLDCPLIFQLFSPIHGYNISRNCTEEGWSQLEPGPYHIACGLNDRASSMDEQQQTEFYDAVKTGYTIGYSLSLASLLVAMAILSLFRKLHCTRNYIHMHLFMSFILRATAVFIKDMALFNNGETDHCSEASVSCKAAVVFFQYCVMANFFWLLVEGLYLHTLLAVSFFSERKYFWGYILIGWGVPSVFIMIWTIVRIHFEDFGCWDTIINSSLWWIIK.... Result: 0 (no interaction).